Dataset: NCI-60 drug combinations with 297,098 pairs across 59 cell lines. Task: Regression. Given two drug SMILES strings and cell line genomic features, predict the synergy score measuring deviation from expected non-interaction effect. (1) Drug 1: CC1=C2C(C(=O)C3(C(CC4C(C3C(C(C2(C)C)(CC1OC(=O)C(C(C5=CC=CC=C5)NC(=O)C6=CC=CC=C6)O)O)OC(=O)C7=CC=CC=C7)(CO4)OC(=O)C)O)C)OC(=O)C. Drug 2: C1C(C(OC1N2C=NC(=NC2=O)N)CO)O. Cell line: K-562. Synergy scores: CSS=55.4, Synergy_ZIP=-1.29, Synergy_Bliss=-1.76, Synergy_Loewe=-2.34, Synergy_HSA=1.10. (2) Drug 1: CC(C)(C#N)C1=CC(=CC(=C1)CN2C=NC=N2)C(C)(C)C#N. Drug 2: C1CNP(=O)(OC1)N(CCCl)CCCl. Cell line: HOP-92. Synergy scores: CSS=5.76, Synergy_ZIP=1.86, Synergy_Bliss=3.79, Synergy_Loewe=5.25, Synergy_HSA=2.16. (3) Drug 1: COC1=C(C=C2C(=C1)N=CN=C2NC3=CC(=C(C=C3)F)Cl)OCCCN4CCOCC4. Drug 2: CC(C1=C(C=CC(=C1Cl)F)Cl)OC2=C(N=CC(=C2)C3=CN(N=C3)C4CCNCC4)N. Cell line: SF-295. Synergy scores: CSS=20.0, Synergy_ZIP=-4.29, Synergy_Bliss=-3.79, Synergy_Loewe=-15.0, Synergy_HSA=-2.04. (4) Drug 1: C1CCC(CC1)NC(=O)N(CCCl)N=O. Drug 2: COC1=NC(=NC2=C1N=CN2C3C(C(C(O3)CO)O)O)N. Cell line: HS 578T. Synergy scores: CSS=23.0, Synergy_ZIP=-1.97, Synergy_Bliss=3.12, Synergy_Loewe=-10.3, Synergy_HSA=-1.77. (5) Drug 1: C1CCC(C1)C(CC#N)N2C=C(C=N2)C3=C4C=CNC4=NC=N3. Drug 2: C(CC(=O)O)C(=O)CN.Cl. Cell line: UACC62. Synergy scores: CSS=-4.79, Synergy_ZIP=3.49, Synergy_Bliss=-2.59, Synergy_Loewe=-11.2, Synergy_HSA=-12.0.